Dataset: Experimentally validated miRNA-target interactions with 360,000+ pairs, plus equal number of negative samples. Task: Binary Classification. Given a miRNA mature sequence and a target amino acid sequence, predict their likelihood of interaction. The miRNA is hsa-miR-4733-3p with sequence CCACCAGGUCUAGCAUUGGGAU. The protein sequence of the target gene is MAAAAAAAAATEQQGSNGPVKKSMREKAVERRNVNKEHNSNFKAGYIPIDEDRLHKTGLRGRKGNLAICVIVLLFILAVINLLITLVIWAVIRIGPNGCDSMEFHESGLLRFKQVSDMGVIHPLYKSTVGGRRNENLVITGNNQPIVFQQGTTKLSVEKNKTSITSDIGMQFFDPRTHNILFSTDYETHEFHLPSGVKSLNVQKASTERITSNATSDLNIKVDGRAIVRGNEGVFIMGKTIEFHMGGDVELKAENSIILNGTVMVSPTRLPSSSSGDQSGSGDWVRYKLCMCADGTLFKV.... Result: 0 (no interaction).